This data is from Full USPTO retrosynthesis dataset with 1.9M reactions from patents (1976-2016). The task is: Predict the reactants needed to synthesize the given product. (1) Given the product [Br:3][C:4]1[CH:5]=[C:6]([N:10]([CH2:15][CH2:16][CH3:17])[C:11](=[O:13])[CH3:12])[CH:7]=[CH:8][CH:9]=1, predict the reactants needed to synthesize it. The reactants are: [H-].[Na+].[Br:3][C:4]1[CH:5]=[C:6]([NH:10][C:11](=[O:13])[CH3:12])[CH:7]=[CH:8][CH:9]=1.I[CH2:15][CH2:16][CH3:17].CN(C)C=O. (2) The reactants are: C(O)(C(F)(F)F)=O.[C:8]([O:12][C:13](=[O:36])[NH:14][CH2:15][CH:16]1[O:20][C:19](=[O:21])[N:18]([C:22]2[CH:27]=[CH:26][C:25]([N:28]3[CH:33]=[CH:32][C:31](=[O:34])[CH2:30][CH2:29]3)=[C:24]([F:35])[CH:23]=2)[CH2:17]1)(C)(C)C.ClC(OC)=O. Given the product [CH3:8][O:12][C:13](=[O:36])[NH:14][CH2:15][CH:16]1[O:20][C:19](=[O:21])[N:18]([C:22]2[CH:27]=[CH:26][C:25]([N:28]3[CH:29]=[CH:30][C:31](=[O:34])[CH2:32][CH2:33]3)=[C:24]([F:35])[CH:23]=2)[CH2:17]1, predict the reactants needed to synthesize it. (3) Given the product [F:15][C:11]1[CH:10]=[C:9]2[C:14](=[CH:13][CH:12]=1)[N:6]([CH2:5][C:4]([OH:35])=[O:3])[C:7]([CH3:34])=[C:8]2[CH2:16][C:17]1[CH:22]=[CH:21][CH:20]=[C:19]([S:23]([CH2:26][C:27]2[CH:32]=[CH:31][C:30]([F:33])=[CH:29][CH:28]=2)(=[O:25])=[O:24])[CH:18]=1, predict the reactants needed to synthesize it. The reactants are: C([O:3][C:4](=[O:35])[CH2:5][N:6]1[C:14]2[C:9](=[CH:10][C:11]([F:15])=[CH:12][CH:13]=2)[C:8]([CH2:16][C:17]2[CH:22]=[CH:21][CH:20]=[C:19]([S:23]([CH2:26][C:27]3[CH:32]=[CH:31][C:30]([F:33])=[CH:29][CH:28]=3)(=[O:25])=[O:24])[CH:18]=2)=[C:7]1[CH3:34])C.[OH-].[K+].Cl. (4) Given the product [OH:64][C:65]1[CH:66]=[C:67]([CH:70]=[CH:71][CH:72]=1)[CH2:68][NH:69][C:24]([C:23]1[C:22]2[C:17](=[CH:18][CH:19]=[CH:20][CH:21]=2)[N:16]=[C:15]([C:27]2[CH:32]=[CH:31][CH:30]=[CH:29][CH:28]=2)[C:14]=1[CH2:13][N:10]1[CH2:11][CH2:12][CH:7]([N:1]2[CH2:2][CH2:3][CH2:4][CH2:5][CH2:6]2)[CH2:8][CH2:9]1)=[O:25], predict the reactants needed to synthesize it. The reactants are: [N:1]1([CH:7]2[CH2:12][CH2:11][N:10]([CH2:13][C:14]3[C:15]([C:27]4[CH:32]=[CH:31][CH:30]=[CH:29][CH:28]=4)=[N:16][C:17]4[C:22]([C:23]=3[C:24](O)=[O:25])=[CH:21][CH:20]=[CH:19][CH:18]=4)[CH2:9][CH2:8]2)[CH2:6][CH2:5][CH2:4][CH2:3][CH2:2]1.CN(C(ON1N=NC2C=CC=CC1=2)=[N+](C)C)C.F[P-](F)(F)(F)(F)F.C(N(CC)CC)C.[OH:64][C:65]1[CH:66]=[C:67]([CH:70]=[CH:71][CH:72]=1)[CH2:68][NH2:69]. (5) Given the product [CH3:8][NH:9][C:10]1[CH:15]=[CH:14][C:13]([NH:16][C:17](=[O:36])[NH:18][C:19]2[CH:35]=[CH:34][C:22]([O:23][C:24]3[CH:29]=[CH:28][N:27]=[C:26]([C:30]([NH:32][CH3:33])=[O:31])[CH:25]=3)=[CH:21][CH:20]=2)=[CH:12][CH:11]=1, predict the reactants needed to synthesize it. The reactants are: O(C([CH2:8][NH:9][C:10]1[CH:15]=[CH:14][C:13]([NH:16][C:17](=[O:36])[NH:18][C:19]2[CH:35]=[CH:34][C:22]([O:23][C:24]3[CH:29]=[CH:28][N:27]=[C:26]([C:30]([NH:32][CH3:33])=[O:31])[CH:25]=3)=[CH:21][CH:20]=2)=[CH:12][CH:11]=1)=O)C(C)(C)C.FC(F)(F)C(O)=O. (6) Given the product [Br:9][C:10]1[C:15]([CH3:16])=[CH:14][C:13]([O:17][CH2:20][CH2:21][CH2:22][O:23][CH3:24])=[CH:12][C:11]=1[CH3:18], predict the reactants needed to synthesize it. The reactants are: CCCCCC.[H-].[Na+].[Br:9][C:10]1[C:15]([CH3:16])=[CH:14][C:13]([OH:17])=[CH:12][C:11]=1[CH3:18].Cl[CH2:20][CH2:21][CH2:22][O:23][CH3:24]. (7) Given the product [CH3:16][S:17]([O:1][CH2:2][CH2:3][CH2:4][C:5]1([OH:8])[CH2:7][CH2:6]1)(=[O:19])=[O:18], predict the reactants needed to synthesize it. The reactants are: [OH:1][CH2:2][CH2:3][CH2:4][C:5]1([OH:8])[CH2:7][CH2:6]1.C(N(CC)CC)C.[CH3:16][S:17](Cl)(=[O:19])=[O:18].